The task is: Predict the product of the given reaction.. This data is from Forward reaction prediction with 1.9M reactions from USPTO patents (1976-2016). (1) Given the reactants O.O.O.O.O.O.O.O.O.O.O.O.P([O-])([O-])(O)=O.[Na+].[Na+].S([O-])([O-])=O.[Na+].[Na+].[O:26]=[C:27]1[CH2:35][C:34]2[C:29](=[CH:30][CH:31]=[C:32]([S:36](Cl)(=[O:38])=[O:37])[CH:33]=2)[NH:28]1.[Cl:40][C:41]1[CH:48]=[CH:47][CH:46]=[C:45]([Cl:49])[C:42]=1[CH2:43]Br, predict the reaction product. The product is: [Cl:40][C:41]1[CH:48]=[CH:47][CH:46]=[C:45]([Cl:49])[C:42]=1[CH2:43][S:36]([C:32]1[CH:33]=[C:34]2[C:29](=[CH:30][CH:31]=1)[NH:28][C:27](=[O:26])[CH2:35]2)(=[O:38])=[O:37]. (2) Given the reactants [NH2:1][C:2]1[C:3](=[O:13])[C:4]2[C:9]([C:10](=[O:12])[CH:11]=1)=[CH:8][CH:7]=[CH:6][CH:5]=2.[H-].[Na+].[O:16]1[CH2:20][CH2:19][CH2:18][CH2:17]1, predict the reaction product. The product is: [O:13]=[C:3]1[C:4]2[C:9](=[CH:8][CH:7]=[CH:6][CH:5]=2)[C:10](=[O:12])[CH:11]=[C:2]1[NH:1][C:20](=[O:16])[CH2:19][C:18]1[CH:10]=[CH:11][CH:2]=[CH:3][CH:17]=1. (3) Given the reactants Cl[C:2]1[C:3](=[O:20])[N:4]([C:9]2[N:13]([C:14]3[CH:19]=[CH:18][CH:17]=[CH:16][CH:15]=3)[N:12]=[CH:11][CH:10]=2)[CH:5]=[C:6]([Cl:8])[N:7]=1.[CH3:21][O-:22].[Na+], predict the reaction product. The product is: [Cl:8][C:6]1[N:7]=[C:2]([O:22][CH3:21])[C:3](=[O:20])[N:4]([C:9]2[N:13]([C:14]3[CH:19]=[CH:18][CH:17]=[CH:16][CH:15]=3)[N:12]=[CH:11][CH:10]=2)[CH:5]=1. (4) Given the reactants F[C:2]1[CH:3]=[C:4]2[C:8](=[CH:9][C:10]=1[F:11])[N:7]([S:12]([C:15]1[CH:20]=[CH:19][CH:18]=[CH:17][CH:16]=1)(=[O:14])=[O:13])[CH:6]=[C:5]2[C:21]1[CH:22]=[N:23][N:24]([CH2:26][CH:27]2CCNCC2)[CH:25]=1.BrCC[OH:36].C([O-])([O-])=O.[K+].[K+], predict the reaction product. The product is: [F:11][C:10]1[CH:9]=[C:8]2[C:4]([C:5]([C:21]3[CH:22]=[N:23][N:24]([CH2:26][CH2:27][OH:36])[CH:25]=3)=[CH:6][N:7]2[S:12]([C:15]2[CH:20]=[CH:19][CH:18]=[CH:17][CH:16]=2)(=[O:14])=[O:13])=[CH:3][CH:2]=1. (5) The product is: [CH3:18][S:19]([NH:4][C:3]1[CH:5]=[CH:6][CH:7]=[CH:8][C:2]=1[C:1]([O:10][CH3:11])=[O:9])(=[O:21])=[O:20]. Given the reactants [C:1]([O:10][CH3:11])(=[O:9])[C:2]1[C:3](=[CH:5][CH:6]=[CH:7][CH:8]=1)[NH2:4].N1C=CC=CC=1.[CH3:18][S:19](Cl)(=[O:21])=[O:20], predict the reaction product. (6) Given the reactants C(O[C:6]([N:8]1[CH2:12][C:11](=[CH:13][Cl:14])[CH2:10][C@H:9]1[C:15]([OH:17])=O)=[O:7])(C)(C)C.[O:18]=[C:19]1[C:24](C(Cl)=O)=[CH:23][CH:22]=[C:21]([CH2:28][CH2:29][CH2:30][CH2:31][CH3:32])[O:20]1.[CH3:33][O:34][C:35]1[CH:36]=[C:37]([CH:40]=[CH:41][C:42]=1[O:43][CH3:44])[CH2:38][NH2:39], predict the reaction product. The product is: [Cl:14][CH:13]=[C:11]1[CH2:12][N:8]([C:6]([C:24]2[C:19](=[O:18])[O:20][C:21]([CH2:28][CH2:29][CH2:30][CH2:31][CH3:32])=[CH:22][CH:23]=2)=[O:7])[C@H:9]([C:15]([NH:39][CH2:38][C:37]2[CH:40]=[CH:41][C:42]([O:43][CH3:44])=[C:35]([O:34][CH3:33])[CH:36]=2)=[O:17])[CH2:10]1. (7) Given the reactants [C:1]([O:5][C:6]([N:8]1[CH2:13][CH2:12][CH2:11][CH2:10][C@H:9]1[CH2:14][CH2:15][OH:16])=[O:7])([CH3:4])([CH3:3])[CH3:2].[CH3:17][S:18](Cl)(=[O:20])=[O:19].C(N(CC)CC)C, predict the reaction product. The product is: [C:1]([O:5][C:6]([N:8]1[CH2:13][CH2:12][CH2:11][CH2:10][C@H:9]1[CH2:14][CH2:15][O:16][S:18]([CH3:17])(=[O:20])=[O:19])=[O:7])([CH3:4])([CH3:3])[CH3:2].